This data is from Catalyst prediction with 721,799 reactions and 888 catalyst types from USPTO. The task is: Predict which catalyst facilitates the given reaction. (1) Reactant: Cl[C:2]1[CH:11]=[CH:10][C:5]([C:6]([O:8][CH3:9])=[O:7])=[CH:4][C:3]=1[N+:12]([O-:14])=[O:13].[CH2:15]([SH:22])[C:16]1[CH:21]=[CH:20][CH:19]=[CH:18][CH:17]=1.C([O-])([O-])=O.[Na+].[Na+]. Product: [CH3:9][O:8][C:6](=[O:7])[C:5]1[CH:10]=[CH:11][C:2]([S:22][CH2:15][C:16]2[CH:21]=[CH:20][CH:19]=[CH:18][CH:17]=2)=[C:3]([N+:12]([O-:14])=[O:13])[CH:4]=1. The catalyst class is: 88. (2) Reactant: [Cl:1][C:2]1[C:3]([F:31])=[C:4]([CH:8]2[C:12]([C:15]3[CH:20]=[CH:19][C:18]([Cl:21])=[CH:17][C:16]=3[F:22])([C:13]#[N:14])[CH:11]([CH2:23][C:24]([CH3:27])([CH3:26])[CH3:25])[NH:10][CH:9]2[C:28](O)=[O:29])[CH:5]=[CH:6][CH:7]=1.CN(C(ON1N=NC2C=CC=NC1=2)=[N+](C)C)C.F[P-](F)(F)(F)(F)F.CCN(C(C)C)C(C)C.[CH2:65]([O:67][C:68]([C:70]1[N:71]=[C:72]([NH2:75])[S:73][CH:74]=1)=[O:69])[CH3:66]. Product: [CH2:65]([O:67][C:68]([C:70]1[N:71]=[C:72]([NH:75][C:28]([C@H:9]2[C@H:8]([C:4]3[CH:5]=[CH:6][CH:7]=[C:2]([Cl:1])[C:3]=3[F:31])[C@:12]([C:15]3[CH:20]=[CH:19][C:18]([Cl:21])=[CH:17][C:16]=3[F:22])([C:13]#[N:14])[C@H:11]([CH2:23][C:24]([CH3:27])([CH3:26])[CH3:25])[NH:10]2)=[O:29])[S:73][CH:74]=1)=[O:69])[CH3:66]. The catalyst class is: 2. (3) Reactant: [CH:1]([C:4]1[C:5]([C:16]([OH:18])=O)=[N:6][CH:7]=[C:8]([N:10]2[CH2:15][CH2:14][O:13][CH2:12][CH2:11]2)[CH:9]=1)([CH3:3])[CH3:2].F[P-](F)(F)(F)(F)F.N1(OC(N(C)C)=[N+](C)C)C2N=CC=CC=2N=N1.C(N(C(C)C)CC)(C)C.[Cl:52][C:53]1[CH:60]=[CH:59][C:56]([CH2:57][NH2:58])=[CH:55][CH:54]=1. Product: [Cl:52][C:53]1[CH:60]=[CH:59][C:56]([CH2:57][NH:58][C:16]([C:5]2[C:4]([CH:1]([CH3:2])[CH3:3])=[CH:9][C:8]([N:10]3[CH2:11][CH2:12][O:13][CH2:14][CH2:15]3)=[CH:7][N:6]=2)=[O:18])=[CH:55][CH:54]=1. The catalyst class is: 2. (4) Reactant: [CH:1]([N:4]1[CH2:9][CH2:8][N:7]([C:10]([CH:12]2[CH2:17][CH2:16][NH:15][CH2:14][CH2:13]2)=[O:11])[CH2:6][CH2:5]1)([CH3:3])[CH3:2].[Cl:18][C:19]1[CH:24]=[CH:23][C:22]([C:25]#[N:26])=[CH:21][N:20]=1.C(=O)([O-])[O-].[K+].[K+].C(=O)([O-])O.[Na+]. Product: [ClH:18].[CH:1]([N:4]1[CH2:9][CH2:8][N:7]([C:10]([CH:12]2[CH2:13][CH2:14][N:15]([C:19]3[CH:24]=[CH:23][C:22]([C:25]#[N:26])=[CH:21][N:20]=3)[CH2:16][CH2:17]2)=[O:11])[CH2:6][CH2:5]1)([CH3:3])[CH3:2]. The catalyst class is: 197. (5) Reactant: [Br:1][C:2]1[C:3]2[N:4]([CH:12]=[C:13]([C:15]3[O:19][N:18]=[C:17]([C:20]4[CH:30]=[CH:29][C:23]([C:24](OCC)=[O:25])=[CH:22][C:21]=4[Cl:31])[N:16]=3)[N:14]=2)[CH:5]=[C:6]([C:8]([F:11])([F:10])[F:9])[CH:7]=1.CC(C[AlH]CC(C)C)C. Product: [Br:1][C:2]1[C:3]2[N:4]([CH:12]=[C:13]([C:15]3[O:19][N:18]=[C:17]([C:20]4[CH:30]=[CH:29][C:23]([CH2:24][OH:25])=[CH:22][C:21]=4[Cl:31])[N:16]=3)[N:14]=2)[CH:5]=[C:6]([C:8]([F:9])([F:11])[F:10])[CH:7]=1. The catalyst class is: 2. (6) Reactant: [F:1][C:2]([F:49])([F:48])[C:3]1[CH:4]=[C:5]([C@H:13]([O:15][C@H:16]2[O:40][CH2:39][C@@H:19]3[CH2:20][N:21]([C:23]([C:25]4[O:29][N:28]=[C:27]([O:30]COCC[Si](C)(C)C)[CH:26]=4)=[O:24])[CH2:22][C@H:18]3[C@@H:17]2[C:41]2[CH:46]=[CH:45][C:44]([F:47])=[CH:43][CH:42]=2)[CH3:14])[CH:6]=[C:7]([C:9]([F:12])([F:11])[F:10])[CH:8]=1.CCCC[N+](CCCC)(CCCC)CCCC.[F-]. Product: [F:49][C:2]([F:1])([F:48])[C:3]1[CH:4]=[C:5]([C@H:13]([O:15][C@H:16]2[O:40][CH2:39][C@@H:19]3[CH2:20][N:21]([C:23]([C:25]4[O:29][N:28]=[C:27]([OH:30])[CH:26]=4)=[O:24])[CH2:22][C@H:18]3[C@@H:17]2[C:41]2[CH:42]=[CH:43][C:44]([F:47])=[CH:45][CH:46]=2)[CH3:14])[CH:6]=[C:7]([C:9]([F:10])([F:12])[F:11])[CH:8]=1. The catalyst class is: 220. (7) Reactant: [CH:1]([C:4]1[C:13]2[C:8](=[CH:9][C:10]([O:16][CH3:17])=[C:11]([O:14][CH3:15])[CH:12]=2)[CH:7]=[C:6]([OH:18])[N:5]=1)([CH3:3])[CH3:2].Cl.Cl[CH2:21][C:22]1[C:23]([NH:35][CH2:36][CH3:37])=[N:24][C:25]2[C:30]([CH:31]=1)=[CH:29][C:28]([O:32][CH2:33][CH3:34])=[CH:27][CH:26]=2.[Li+].[OH-]. Product: [CH2:33]([O:32][C:28]1[CH:29]=[C:30]2[C:25](=[CH:26][CH:27]=1)[N:24]=[C:23]([NH:35][CH2:36][CH3:37])[C:22]([CH2:21][C:7]1[C:8]3[C:13](=[CH:12][C:11]([O:14][CH3:15])=[C:10]([O:16][CH3:17])[CH:9]=3)[C:4]([CH:1]([CH3:3])[CH3:2])=[N:5][C:6]=1[OH:18])=[CH:31]2)[CH3:34]. The catalyst class is: 76. (8) Reactant: [Cl:1][C:2]1[C:3]([O:12][C:13]2[CH:18]=[C:17]([O:19][CH2:20][CH2:21][O:22][CH:23]([CH3:25])[CH3:24])[CH:16]=[CH:15][C:14]=2[CH2:26][CH2:27][CH2:28][OH:29])=[N:4][CH:5]=[C:6]([C:8]([F:11])([F:10])[F:9])[CH:7]=1.O[C:31]1[C:35]([CH2:36][C:37]([O:39]C)=[O:38])=[CH:34][N:33]([CH3:41])[N:32]=1.C(P(CCCC)CCCC)CCC.N(C(N1CCCCC1)=O)=NC(N1CCCCC1)=O.O1CCCC1CO.[OH-].[Na+].Cl. Product: [Cl:1][C:2]1[C:3]([O:12][C:13]2[CH:18]=[C:17]([O:19][CH2:20][CH2:21][O:22][CH:23]([CH3:24])[CH3:25])[CH:16]=[CH:15][C:14]=2[CH2:26][CH2:27][CH2:28][O:29][C:31]2[C:35]([CH2:36][C:37]([OH:39])=[O:38])=[CH:34][N:33]([CH3:41])[N:32]=2)=[N:4][CH:5]=[C:6]([C:8]([F:9])([F:11])[F:10])[CH:7]=1. The catalyst class is: 7.